From a dataset of CYP2C9 inhibition data for predicting drug metabolism from PubChem BioAssay. Regression/Classification. Given a drug SMILES string, predict its absorption, distribution, metabolism, or excretion properties. Task type varies by dataset: regression for continuous measurements (e.g., permeability, clearance, half-life) or binary classification for categorical outcomes (e.g., BBB penetration, CYP inhibition). Dataset: cyp2c9_veith. (1) The drug is CCNc1ncc2nc(-c3ccc(Cl)cc3)c(=O)n(-c3ccc(OC)cc3)c2n1. The result is 0 (non-inhibitor). (2) The compound is O=C(c1ccco1)N1CCC2(CCN(Cc3cc(C(F)(F)F)cc(C(F)(F)F)c3)CC2)CC1. The result is 0 (non-inhibitor). (3) The drug is O=c1c2ccc(Cl)cc2nc(-c2cccc(C(F)(F)F)c2)n1O. The result is 1 (inhibitor). (4) The drug is CCC[C@@](C)(COC(N)=O)COC(=O)NC(C)C. The result is 0 (non-inhibitor). (5) The molecule is COc1ccc(-n2c(=O)cnc3cnc(Nc4ccccc4)nc32)cc1. The result is 0 (non-inhibitor). (6) The result is 0 (non-inhibitor). The drug is O=C(c1ccncc1)N1CCC[C@@]2(CCN(c3ccccc3)C2)C1.